The task is: Predict the reaction yield, written as a fraction of the theoretical maximum amount of product (1.0 means a 100% yield; for example, 0.34 means a 34% yield).. This data is from Reaction yield outcomes from USPTO patents with 853,638 reactions. (1) The reactants are [F:1][C:2]1[C:11]2[O:10][CH2:9][CH:8]([NH:12][CH2:13][CH2:14][CH2:15][C:16]3[C:24]4[C:19](=[CH:20][CH:21]=[C:22]([F:25])[CH:23]=4)[NH:18][CH:17]=3)[CH2:7][C:6]=2[C:5]([C:26]([NH:28][CH3:29])=[O:27])=[CH:4][CH:3]=1.[CH:30](=O)[CH3:31].C(O)(=O)C.C([BH3-])#N.[Na+]. The catalyst is CO.CCOC(C)=O.CO. The product is [CH2:30]([N:12]([CH2:13][CH2:14][CH2:15][C:16]1[C:24]2[C:19](=[CH:20][CH:21]=[C:22]([F:25])[CH:23]=2)[NH:18][CH:17]=1)[CH:8]1[CH2:7][C:6]2[C:5]([C:26]([NH:28][CH3:29])=[O:27])=[CH:4][CH:3]=[C:2]([F:1])[C:11]=2[O:10][CH2:9]1)[CH3:31]. The yield is 0.790. (2) The reactants are [CH3:1][O:2][C:3]1[CH:39]=[CH:38][C:6]([CH2:7][NH:8][C:9]2[C:14]([C:15]([OH:17])=O)=[C:13]([NH:18][C@H:19]([C:21]3[N:26]([C:27]4[CH:32]=[CH:31][CH:30]=[CH:29][CH:28]=4)[C:25](=[O:33])[C:24]4=[C:34]([CH3:37])[CH:35]=[CH:36][N:23]4[N:22]=3)[CH3:20])[N:12]=[CH:11][N:10]=2)=[CH:5][CH:4]=1.C(N(CC)C(C)C)(C)C.CN(C(ON1N=NC2C=CC=NC1=2)=[N+](C)C)C.F[P-](F)(F)(F)(F)F.[CH3:73][O:74][C:75]1[CH:76]=[C:77]([CH:79]=[CH:80][CH:81]=1)[NH2:78]. The catalyst is CN(C)C=O.O. The product is [CH3:1][O:2][C:3]1[CH:4]=[CH:5][C:6]([CH2:7][NH:8][C:9]2[C:14]([C:15]([NH:78][C:77]3[CH:79]=[CH:80][CH:81]=[C:75]([O:74][CH3:73])[CH:76]=3)=[O:17])=[C:13]([NH:18][C@H:19]([C:21]3[N:26]([C:27]4[CH:32]=[CH:31][CH:30]=[CH:29][CH:28]=4)[C:25](=[O:33])[C:24]4=[C:34]([CH3:37])[CH:35]=[CH:36][N:23]4[N:22]=3)[CH3:20])[N:12]=[CH:11][N:10]=2)=[CH:38][CH:39]=1. The yield is 0.820. (3) The reactants are Cl[C:2]1[N:7]2[N:8]=[C:9]([C:11]3[CH:16]=[CH:15][C:14]([O:17][CH3:18])=[CH:13][CH:12]=3)[CH:10]=[C:6]2[N:5]=[C:4]([C:19]([O:21][CH2:22][CH3:23])=[O:20])[CH:3]=1.[H][H]. The catalyst is C(Cl)Cl.CO.C(N(CC)CC)C.[Pd]. The product is [CH3:18][O:17][C:14]1[CH:13]=[CH:12][C:11]([C:9]2[CH:10]=[C:6]3[N:5]=[C:4]([C:19]([O:21][CH2:22][CH3:23])=[O:20])[CH:3]=[CH:2][N:7]3[N:8]=2)=[CH:16][CH:15]=1. The yield is 0.710. (4) The reactants are [F:1][C:2]1[CH:10]=[C:9]([F:11])[CH:8]=[CH:7][C:3]=1[C:4]([NH2:6])=[S:5].Br[CH2:13][C:14](=O)[C:15]([O:17][CH2:18][CH3:19])=[O:16]. The catalyst is C(O)C. The product is [CH2:18]([O:17][C:15]([C:14]1[N:6]=[C:4]([C:3]2[CH:7]=[CH:8][C:9]([F:11])=[CH:10][C:2]=2[F:1])[S:5][CH:13]=1)=[O:16])[CH3:19]. The yield is 1.00. (5) The reactants are O1C2C=CC([C:10]3([C:13]([NH:15][C:16]4[CH:21]=[CH:20][C:19]([CH2:22]O)=[C:18]([Br:24])[CH:17]=4)=[O:14])[CH2:12][CH2:11]3)=CC=2OC1.CS(Cl)(=O)=O.[CH:30]([N:33](CC)C(C)C)(C)C.[C-]#N.[K+]. The catalyst is C(#N)C.ClCCl. The product is [Br:24][C:18]1[CH:17]=[C:16]([NH:15][C:13]([CH:10]2[CH2:11][CH2:12]2)=[O:14])[CH:21]=[CH:20][C:19]=1[CH2:22][C:30]#[N:33]. The yield is 0.460. (6) The reactants are [N+:1]([C:4]1[CH:9]=[CH:8][C:7]([CH2:10][C:11]([OH:13])=O)=[CH:6][CH:5]=1)([O-:3])=[O:2].S(Cl)([Cl:16])=O. The catalyst is C1C=CC=CC=1. The product is [N+:1]([C:4]1[CH:9]=[CH:8][C:7]([CH2:10][C:11]([Cl:16])=[O:13])=[CH:6][CH:5]=1)([O-:3])=[O:2]. The yield is 0.910. (7) The reactants are [NH2:1][C:2]1[CH:3]=[C:4]([OH:8])[CH:5]=[CH:6][CH:7]=1.[F:9][C:10]([F:23])([O:14][C:15]1[CH:16]=[C:17]([CH:20]=[CH:21][CH:22]=1)[CH:18]=O)[CH:11]([F:13])[F:12].C(O[BH-](OC(=O)C)OC(=O)C)(=O)C.[Na+].C(O)(=O)C. The catalyst is ClCCCl. The product is [F:9][C:10]([F:23])([O:14][C:15]1[CH:16]=[C:17]([CH2:18][NH:1][C:2]2[CH:3]=[C:4]([OH:8])[CH:5]=[CH:6][CH:7]=2)[CH:20]=[CH:21][CH:22]=1)[CH:11]([F:12])[F:13]. The yield is 0.830. (8) The reactants are [F:1][C:2]1[CH:7]=[C:6]([I:8])[CH:5]=[CH:4][C:3]=1[NH:9][C:10]1[C:11]([C:18]([N:20]2[CH2:23][C:22]([C@@H:25]([NH:27][C:28](=[O:34])[O:29]C(C)(C)C)[CH3:26])([OH:24])[CH2:21]2)=[O:19])=[N:12][N:13]([CH3:17])[C:14](=[O:16])[CH:15]=1.Cl.[CH3:36]O. No catalyst specified. The product is [C:28]([OH:29])(=[O:34])[CH3:36].[NH2:27][C@H:25]([C:22]1([OH:24])[CH2:23][N:20]([C:18]([C:11]2[C:10]([NH:9][C:3]3[CH:4]=[CH:5][C:6]([I:8])=[CH:7][C:2]=3[F:1])=[CH:15][C:14](=[O:16])[N:13]([CH3:17])[N:12]=2)=[O:19])[CH2:21]1)[CH3:26]. The yield is 0.870. (9) The reactants are C(OC([N:8]1[CH2:13][CH2:12][CH2:11][CH2:10][C@@H:9]1[CH2:14][O:15][C:16]1[C:25]2[C:24]([NH2:26])=[N:23][S:22](=[O:28])(=[O:27])[NH:21][C:20]=2[CH:19]=[CH:18][CH:17]=1)=O)(C)(C)C.[ClH:29]. The catalyst is C(O)C. The product is [ClH:29].[NH2:26][C:24]1[C:25]2[C:16]([O:15][CH2:14][C@H:9]3[CH2:10][CH2:11][CH2:12][CH2:13][NH2+:8]3)=[CH:17][CH:18]=[CH:19][C:20]=2[NH:21][S:22](=[O:27])(=[O:28])[N:23]=1. The yield is 0.850.